This data is from Full USPTO retrosynthesis dataset with 1.9M reactions from patents (1976-2016). The task is: Predict the reactants needed to synthesize the given product. (1) Given the product [CH2:1]([O:3][C:4](=[O:29])[C:5]([N:7]([CH2:19][C:20]1[CH:21]=[CH:22][C:23]([C:24]([NH:41][CH2:40][C:39]2[C:38]3[CH:42]=[CH:43][CH:44]=[CH:45][C:37]=3[O:36][C:35]=2[CH2:31][CH2:32][CH2:33][CH3:34])=[O:26])=[CH:27][CH:28]=1)[CH2:8][C:9]1[CH:10]=[CH:11][C:12]([C:15]([F:16])([F:17])[F:18])=[CH:13][CH:14]=1)=[O:6])[CH3:2], predict the reactants needed to synthesize it. The reactants are: [CH2:1]([O:3][C:4](=[O:29])[C:5]([N:7]([CH2:19][C:20]1[CH:28]=[CH:27][C:23]([C:24]([OH:26])=O)=[CH:22][CH:21]=1)[CH2:8][C:9]1[CH:14]=[CH:13][C:12]([C:15]([F:18])([F:17])[F:16])=[CH:11][CH:10]=1)=[O:6])[CH3:2].Cl.[CH2:31]([C:35]1[O:36][C:37]2[CH:45]=[CH:44][CH:43]=[CH:42][C:38]=2[C:39]=1[CH2:40][NH2:41])[CH2:32][CH2:33][CH3:34].C1C=CC2N(O)N=NC=2C=1. (2) Given the product [CH3:1][O:2][C:3]1[C:8]2[N:9]=[N:10][N:11]([CH2:14][C:15]([NH:26][C@H:24]([C:21]3[CH:22]=[CH:23][C:18]([CH3:27])=[CH:19][CH:20]=3)[CH3:25])=[O:17])[C:12](=[O:13])[C:7]=2[CH:6]=[CH:5][CH:4]=1, predict the reactants needed to synthesize it. The reactants are: [CH3:1][O:2][C:3]1[C:8]2[N:9]=[N:10][N:11]([CH2:14][C:15]([OH:17])=O)[C:12](=[O:13])[C:7]=2[CH:6]=[CH:5][CH:4]=1.[C:18]1([CH3:27])[CH:23]=[CH:22][C:21]([C@@H:24]([NH2:26])[CH3:25])=[CH:20][CH:19]=1. (3) Given the product [N:30]([CH2:12][CH:13]1[CH2:17][C:16]2[CH:18]=[C:19]([F:29])[CH:20]=[C:21]([C:22]3[CH:27]=[CH:26][CH:25]=[CH:24][C:23]=3[CH3:28])[C:15]=2[O:14]1)=[N+:31]=[N-:32], predict the reactants needed to synthesize it. The reactants are: CC1C=CC(S(O[CH2:12][CH:13]2[CH2:17][C:16]3[CH:18]=[C:19]([F:29])[CH:20]=[C:21]([C:22]4[CH:27]=[CH:26][CH:25]=[CH:24][C:23]=4[CH3:28])[C:15]=3[O:14]2)(=O)=O)=CC=1.[N-:30]=[N+:31]=[N-:32].[Na+].N(CC1CC2C=C(Cl)C=C(C3C=CSC=3)C=2O1)=[N+]=[N-]. (4) Given the product [Br:24][C:23]1[CH:22]=[C:21]([C:25]([F:28])([F:27])[F:26])[CH:20]=[C:16]2[C:15]=1[N:14]=[CH:36][N:38]([NH:39][C:40]1[CH:45]=[C:44]([CH:43]=[CH:42][C:41]=1[S:48][CH2:49][CH3:50])[C:46]#[N:47])[C:17]2=[O:19], predict the reactants needed to synthesize it. The reactants are: C(SC1C=CC(C#N)=CC=1NN)C.[NH2:14][C:15]1[C:23]([Br:24])=[CH:22][C:21]([C:25]([F:28])([F:27])[F:26])=[CH:20][C:16]=1[C:17]([OH:19])=O.NC1C([C:36]([NH:38][NH:39][C:40]2[CH:45]=[C:44]([C:46]#[N:47])[CH:43]=[CH:42][C:41]=2[S:48][CH2:49][CH3:50])=O)=CC(Br)=CN=1. (5) Given the product [Br:11][C:12]1[CH:13]=[C:14]([CH:15]2[C:1](=[O:2])[C:10]3[C:5](=[CH:6][CH:7]=[CH:8][CH:9]=3)[C:4]2=[O:3])[CH:17]=[CH:18][CH:19]=1, predict the reactants needed to synthesize it. The reactants are: [C:1]1([C:10]2[C:5](=[CH:6][CH:7]=[CH:8][CH:9]=2)[CH2:4][O:3]1)=[O:2].[Br:11][C:12]1[CH:13]=[C:14]([CH:17]=[CH:18][CH:19]=1)[CH:15]=O.C[O-].[Na+].